Task: Predict the product of the given reaction.. Dataset: Forward reaction prediction with 1.9M reactions from USPTO patents (1976-2016) (1) Given the reactants Cl[C:2]1[C:11]2[C:6](=[CH:7][C:8]([O:12][CH3:13])=[CH:9][CH:10]=2)[CH:5]=[C:4]([NH:14][C:15]2[CH:19]=[CH:18][NH:17][N:16]=2)[N:3]=1.[F:20][C:21]1[CH:26]=[C:25]([F:27])[CH:24]=[CH:23][C:22]=1B(O)O, predict the reaction product. The product is: [F:20][C:21]1[CH:26]=[C:25]([F:27])[CH:24]=[CH:23][C:22]=1[C:2]1[C:11]2[C:6](=[CH:7][C:8]([O:12][CH3:13])=[CH:9][CH:10]=2)[CH:5]=[C:4]([NH:14][C:15]2[CH:19]=[CH:18][NH:17][N:16]=2)[N:3]=1. (2) Given the reactants [F:1][C:2]1[CH:17]=[C:16]([F:18])[CH:15]=[CH:14][C:3]=1[O:4][C:5]1[CH:10]=[CH:9][C:8]([N+:11]([O-])=O)=[CH:7][CH:6]=1, predict the reaction product. The product is: [F:1][C:2]1[CH:17]=[C:16]([F:18])[CH:15]=[CH:14][C:3]=1[O:4][C:5]1[CH:6]=[CH:7][C:8]([NH2:11])=[CH:9][CH:10]=1. (3) The product is: [C@H:6]1([NH:3][C:4](=[O:15])[O:49][CH2:42][C:43]2[CH:48]=[CH:47][CH:46]=[CH:45][CH:44]=2)[CH2:7][CH2:38][C@H:33]([NH:32][C:30](=[O:31])[O:29][C:25]([CH3:28])([CH3:27])[CH3:26])[CH2:34][CH2:35]1. Given the reactants C([N:3]([CH2:6][CH3:7])[CH2:4]C)C.C1(P(N=[N+]=[N-])(C2C=CC=CC=2)=[O:15])C=CC=CC=1.[C:25]([O:29][C:30]([NH:32][C@@H:33]1[CH2:38]C[C@H](C(O)=O)[CH2:35][CH2:34]1)=[O:31])([CH3:28])([CH3:27])[CH3:26].[CH2:42]([OH:49])[C:43]1[CH:48]=[CH:47][CH:46]=[CH:45][CH:44]=1, predict the reaction product. (4) Given the reactants [Si]([O:8][CH2:9][C:10]1([CH3:35])[S:16][CH2:15][CH2:14][N:13]2[C:17]([C:20]3([C:23]4[CH:28]=[CH:27][C:26]([C:29]5[CH:34]=[N:33][CH:32]=[CH:31][N:30]=5)=[CH:25][CH:24]=4)[CH2:22][CH2:21]3)=[N:18][N:19]=[C:12]2[CH2:11]1)(C(C)(C)C)(C)C.Cl, predict the reaction product. The product is: [CH3:35][C:10]1([CH2:9][OH:8])[S:16][CH2:15][CH2:14][N:13]2[C:17]([C:20]3([C:23]4[CH:24]=[CH:25][C:26]([C:29]5[CH:34]=[N:33][CH:32]=[CH:31][N:30]=5)=[CH:27][CH:28]=4)[CH2:22][CH2:21]3)=[N:18][N:19]=[C:12]2[CH2:11]1. (5) Given the reactants [CH3:1][S:2][C:3]1[CH:4]=[CH:5][C:6]([N+:10]([O-])=O)=[C:7]([CH:9]=1)[NH2:8].[Sn](Cl)Cl, predict the reaction product. The product is: [CH3:1][S:2][C:3]1[CH:9]=[C:7]([NH2:8])[C:6]([NH2:10])=[CH:5][CH:4]=1. (6) Given the reactants [C:1]([C:5]1[CH:10]=[CH:9][C:8]([S:11]([NH:14][C:15]2[CH:16]=[C:17]3[C:21](=[CH:22][CH:23]=2)[NH:20][C:19]([C:24](O)=[O:25])=[C:18]3[C:27]2[CH:32]=[CH:31][CH:30]=[C:29]([F:33])[CH:28]=2)(=[O:13])=[O:12])=[CH:7][CH:6]=1)([CH3:4])([CH3:3])[CH3:2].[CH2:34]([CH2:36][NH2:37])[OH:35], predict the reaction product. The product is: [OH:35][CH2:34][CH2:36][NH:37][C:24]([C:19]1[NH:20][C:21]2[C:17]([C:18]=1[C:27]1[CH:32]=[CH:31][CH:30]=[C:29]([F:33])[CH:28]=1)=[CH:16][C:15]([NH:14][S:11]([C:8]1[CH:7]=[CH:6][C:5]([C:1]([CH3:2])([CH3:4])[CH3:3])=[CH:10][CH:9]=1)(=[O:13])=[O:12])=[CH:23][CH:22]=2)=[O:25]. (7) Given the reactants [Cl:1][CH2:2][CH2:3][N:4]([CH2:14][CH2:15]Cl)[CH2:5][CH2:6][O:7][C:8]1[CH:13]=[CH:12][CH:11]=[CH:10][CH:9]=1.[CH3:17][O:18][C:19]1[CH:20]=[C:21]([CH2:27][CH2:28][NH2:29])[CH:22]=[CH:23][C:24]=1[O:25][CH3:26].C(=O)([O-])[O-].[K+].[K+].[I-].[Na+], predict the reaction product. The product is: [ClH:1].[ClH:1].[CH3:17][O:18][C:19]1[CH:20]=[C:21]([CH:22]=[CH:23][C:24]=1[O:25][CH3:26])[CH2:27][CH2:28][N:29]1[CH2:15][CH2:14][N:4]([CH2:5][CH2:6][O:7][C:8]2[CH:13]=[CH:12][CH:11]=[CH:10][CH:9]=2)[CH2:3][CH2:2]1.